From a dataset of Catalyst prediction with 721,799 reactions and 888 catalyst types from USPTO. Predict which catalyst facilitates the given reaction. (1) Reactant: [Br:1][C:2]1[C:3]([F:21])=[C:4]2[CH:10]=[CH:9][N:8]([Si](C(C)C)(C(C)C)C(C)C)[C:5]2=[N:6][CH:7]=1.CCCC[N+](CCCC)(CCCC)CCCC.[F-]. Product: [Br:1][C:2]1[C:3]([F:21])=[C:4]2[CH:10]=[CH:9][NH:8][C:5]2=[N:6][CH:7]=1. The catalyst class is: 1. (2) Reactant: O1CCCC1.[F:6][C:7]1[CH:50]=[CH:49][CH:48]=[CH:47][C:8]=1[CH2:9][NH:10][C:11](=[O:46])[CH2:12][CH:13]1[C:19](=[O:20])[N:18]([C:21]2[CH:26]=[CH:25][C:24]([CH2:27][NH:28][C:29]([O:31][C:32]([CH3:35])([CH3:34])[CH3:33])=[O:30])=[CH:23][CH:22]=2)[C:17]2[CH:36]=[CH:37][CH:38]=[CH:39][C:16]=2[N:15]([CH2:40][C:41]([O:43]C)=[O:42])[C:14]1=[O:45].[OH-].[Na+].S([O-])(O)(=O)=O.[K+]. Product: [F:6][C:7]1[CH:50]=[CH:49][CH:48]=[CH:47][C:8]=1[CH2:9][NH:10][C:11](=[O:46])[CH2:12][CH:13]1[C:19](=[O:20])[N:18]([C:21]2[CH:22]=[CH:23][C:24]([CH2:27][NH:28][C:29]([O:31][C:32]([CH3:34])([CH3:35])[CH3:33])=[O:30])=[CH:25][CH:26]=2)[C:17]2[CH:36]=[CH:37][CH:38]=[CH:39][C:16]=2[N:15]([CH2:40][C:41]([OH:43])=[O:42])[C:14]1=[O:45]. The catalyst class is: 72.